Dataset: Full USPTO retrosynthesis dataset with 1.9M reactions from patents (1976-2016). Task: Predict the reactants needed to synthesize the given product. (1) The reactants are: C(O[C:4]([C:6]1[CH:11]=[C:10]([Cl:12])[CH:9]=[C:8]([CH3:13])[N:7]=1)=[O:5])C.[NH2:14][C:15]1[CH:20]=[CH:19][N:18]=[C:17]([CH3:21])[CH:16]=1. Given the product [CH3:21][C:17]1[CH:16]=[C:15]([NH:14][C:4]([C:6]2[CH:11]=[C:10]([Cl:12])[CH:9]=[C:8]([CH3:13])[N:7]=2)=[O:5])[CH:20]=[CH:19][N:18]=1, predict the reactants needed to synthesize it. (2) Given the product [F:4][C:5]1[CH:17]=[C:16]([F:18])[CH:15]=[CH:14][C:6]=1[C:7]([CH:9]1[CH2:11][CH:10]1[C:12]#[N:13])([OH:8])[CH3:1], predict the reactants needed to synthesize it. The reactants are: [CH3:1][Mg]Br.[F:4][C:5]1[CH:17]=[C:16]([F:18])[CH:15]=[CH:14][C:6]=1[C:7]([CH:9]1[CH2:11][CH:10]1[C:12]#[N:13])=[O:8]. (3) Given the product [CH3:19][N:18]1[C:17]2[CH:20]=[CH:21][CH:22]=[CH:23][C:16]=2[N:15]=[C:14]1[CH2:13][CH2:12][NH:11][C:10]([C:4]1[N:3]([CH3:25])[C:2]([Cl:1])=[N:6][C:5]=1[C:7]([N:26]1[CH2:29][CH2:28][CH2:27]1)=[O:9])=[O:24], predict the reactants needed to synthesize it. The reactants are: [Cl:1][C:2]1[N:3]([CH3:25])[C:4]([C:10](=[O:24])[NH:11][CH2:12][CH2:13][C:14]2[N:18]([CH3:19])[C:17]3[CH:20]=[CH:21][CH:22]=[CH:23][C:16]=3[N:15]=2)=[C:5]([C:7]([OH:9])=O)[N:6]=1.[NH:26]1[CH2:29][CH2:28][CH2:27]1.